This data is from NCI-60 drug combinations with 297,098 pairs across 59 cell lines. The task is: Regression. Given two drug SMILES strings and cell line genomic features, predict the synergy score measuring deviation from expected non-interaction effect. (1) Drug 1: CN1C(=O)N2C=NC(=C2N=N1)C(=O)N. Drug 2: CC(C)NC(=O)C1=CC=C(C=C1)CNNC.Cl. Cell line: MALME-3M. Synergy scores: CSS=-0.180, Synergy_ZIP=1.47, Synergy_Bliss=1.85, Synergy_Loewe=0.744, Synergy_HSA=-0.193. (2) Drug 1: C1CCN(CC1)CCOC2=CC=C(C=C2)C(=O)C3=C(SC4=C3C=CC(=C4)O)C5=CC=C(C=C5)O. Drug 2: COC1=CC(=CC(=C1O)OC)C2C3C(COC3=O)C(C4=CC5=C(C=C24)OCO5)OC6C(C(C7C(O6)COC(O7)C8=CC=CS8)O)O. Cell line: SF-268. Synergy scores: CSS=34.4, Synergy_ZIP=-1.13, Synergy_Bliss=-0.922, Synergy_Loewe=-15.6, Synergy_HSA=-3.06. (3) Drug 1: CCCS(=O)(=O)NC1=C(C(=C(C=C1)F)C(=O)C2=CNC3=C2C=C(C=N3)C4=CC=C(C=C4)Cl)F. Drug 2: C#CCC(CC1=CN=C2C(=N1)C(=NC(=N2)N)N)C3=CC=C(C=C3)C(=O)NC(CCC(=O)O)C(=O)O. Cell line: NCI-H226. Synergy scores: CSS=-1.63, Synergy_ZIP=0.234, Synergy_Bliss=-2.36, Synergy_Loewe=-5.30, Synergy_HSA=-4.67. (4) Drug 2: CC1=C(C=C(C=C1)C(=O)NC2=CC(=CC(=C2)C(F)(F)F)N3C=C(N=C3)C)NC4=NC=CC(=N4)C5=CN=CC=C5. Drug 1: C1=CC=C(C(=C1)C(C2=CC=C(C=C2)Cl)C(Cl)Cl)Cl. Cell line: OVCAR3. Synergy scores: CSS=-2.46, Synergy_ZIP=0.822, Synergy_Bliss=-1.93, Synergy_Loewe=-1.98, Synergy_HSA=-5.10. (5) Drug 1: CC1C(C(=O)NC(C(=O)N2CCCC2C(=O)N(CC(=O)N(C(C(=O)O1)C(C)C)C)C)C(C)C)NC(=O)C3=C4C(=C(C=C3)C)OC5=C(C(=O)C(=C(C5=N4)C(=O)NC6C(OC(=O)C(N(C(=O)CN(C(=O)C7CCCN7C(=O)C(NC6=O)C(C)C)C)C)C(C)C)C)N)C. Drug 2: C1=CC=C(C(=C1)C(C2=CC=C(C=C2)Cl)C(Cl)Cl)Cl. Cell line: HCT116. Synergy scores: CSS=35.7, Synergy_ZIP=-2.74, Synergy_Bliss=-0.238, Synergy_Loewe=-32.7, Synergy_HSA=-0.795. (6) Drug 1: CC12CCC(CC1=CCC3C2CCC4(C3CC=C4C5=CN=CC=C5)C)O. Drug 2: CC1CCC2CC(C(=CC=CC=CC(CC(C(=O)C(C(C(=CC(C(=O)CC(OC(=O)C3CCCCN3C(=O)C(=O)C1(O2)O)C(C)CC4CCC(C(C4)OC)O)C)C)O)OC)C)C)C)OC. Cell line: KM12. Synergy scores: CSS=14.0, Synergy_ZIP=1.52, Synergy_Bliss=4.46, Synergy_Loewe=4.02, Synergy_HSA=4.84. (7) Drug 1: CCC1=C2CN3C(=CC4=C(C3=O)COC(=O)C4(CC)O)C2=NC5=C1C=C(C=C5)O. Drug 2: CC1C(C(CC(O1)OC2CC(CC3=C2C(=C4C(=C3O)C(=O)C5=CC=CC=C5C4=O)O)(C(=O)C)O)N)O. Cell line: MALME-3M. Synergy scores: CSS=55.5, Synergy_ZIP=-2.18, Synergy_Bliss=-1.02, Synergy_Loewe=0.102, Synergy_HSA=2.20.